This data is from Experimental lipophilicity measurements (octanol/water distribution) for 4,200 compounds from AstraZeneca. The task is: Regression/Classification. Given a drug SMILES string, predict its absorption, distribution, metabolism, or excretion properties. Task type varies by dataset: regression for continuous measurements (e.g., permeability, clearance, half-life) or binary classification for categorical outcomes (e.g., BBB penetration, CYP inhibition). For this dataset (lipophilicity_astrazeneca), we predict Y. (1) The molecule is COc1cc2ncnc(Nc3ccc(F)c(Cl)c3)c2cc1OCCN1CCCC1. The Y is 3.28 logD. (2) The compound is CN(C)CCCNC(=O)c1nc(Cl)c(N)nc1N. The Y is -1.00 logD.